Dataset: Reaction yield outcomes from USPTO patents with 853,638 reactions. Task: Predict the reaction yield, written as a fraction of the theoretical maximum amount of product (1.0 means a 100% yield; for example, 0.34 means a 34% yield). (1) The reactants are [OH-].[K+].[CH3:3][C:4]1([CH3:17])[CH2:13][CH2:12][C:11]([CH3:15])([CH3:14])[C:10]2[CH:9]=[C:8]([OH:16])[CH:7]=[CH:6][C:5]1=2.Br[CH2:19][CH2:20][O:21][C:22]1[CH:29]=[CH:28][C:25]([CH:26]=[O:27])=[CH:24][CH:23]=1. The catalyst is C(O)C. The product is [CH3:3][C:4]1([CH3:17])[CH2:13][CH2:12][C:11]([CH3:15])([CH3:14])[C:10]2[CH:9]=[C:8]([O:16][CH2:19][CH2:20][O:21][C:22]3[CH:29]=[CH:28][C:25]([CH:26]=[O:27])=[CH:24][CH:23]=3)[CH:7]=[CH:6][C:5]1=2. The yield is 0.464. (2) The reactants are [C:1]([O:5][C:6](=[O:26])[NH:7][C@@H:8]1[C:17]2[C:12](=[CH:13][CH:14]=[CH:15][CH:16]=2)[C@@H:11]([O:18][C:19]2[CH:24]=[CH:23][N:22]=[C:21](Cl)[CH:20]=2)[CH2:10][CH2:9]1)([CH3:4])([CH3:3])[CH3:2].[CH3:27][O:28][CH2:29][C:30]([NH2:32])=[O:31].CC1(C)C2C(=C(P(C3C=CC=CC=3)C3C=CC=CC=3)C=CC=2)OC2C(P(C3C=CC=CC=3)C3C=CC=CC=3)=CC=CC1=2.C(=O)([O-])[O-].[K+].[K+]. The catalyst is O1CCOCC1.C([O-])(=O)C.[Pd+2].C([O-])(=O)C. The product is [C:1]([O:5][C:6](=[O:26])[NH:7][C@@H:8]1[C:17]2[C:12](=[CH:13][CH:14]=[CH:15][CH:16]=2)[C@@H:11]([O:18][C:19]2[CH:24]=[CH:23][N:22]=[C:21]([NH:32][C:30](=[O:31])[CH2:29][O:28][CH3:27])[CH:20]=2)[CH2:10][CH2:9]1)([CH3:4])([CH3:3])[CH3:2]. The yield is 0.440. (3) The reactants are [NH:1]1[CH2:6][CH2:5][CH:4]([O:7][C:8](=[O:22])[NH:9][C:10]2[CH:15]=[CH:14][CH:13]=[CH:12][C:11]=2[C:16]2[CH:21]=[CH:20][CH:19]=[CH:18][CH:17]=2)[CH2:3][CH2:2]1.[C:23]([OH:27])(=[O:26])[CH:24]=[CH2:25]. The catalyst is C(Cl)Cl. The product is [C:11]1([C:16]2[CH:21]=[CH:20][CH:19]=[CH:18][CH:17]=2)[CH:12]=[CH:13][CH:14]=[CH:15][C:10]=1[NH:9][C:8]([O:7][CH:4]1[CH2:3][CH2:2][N:1]([CH2:25][CH2:24][C:23]([OH:27])=[O:26])[CH2:6][CH2:5]1)=[O:22]. The yield is 0.990. (4) The reactants are [NH2:1][CH2:2][C:3]1[C:4]([NH2:28])=[N:5][C:6]([O:9][CH2:10][CH2:11][CH2:12][CH2:13][N:14]2[CH2:19][CH2:18][N:17]([C:20]3[CH:25]=[CH:24][CH:23]=[C:22]([Cl:26])[C:21]=3[Cl:27])[CH2:16][CH2:15]2)=[CH:7][CH:8]=1.Cl[C:30](OC1C=CC([N+]([O-])=O)=CC=1)=[O:31].[Li+].CC([N-]C(C)C)C. The catalyst is C1COCC1. The product is [Cl:27][C:21]1[C:22]([Cl:26])=[CH:23][CH:24]=[CH:25][C:20]=1[N:17]1[CH2:16][CH2:15][N:14]([CH2:13][CH2:12][CH2:11][CH2:10][O:9][C:6]2[CH:7]=[CH:8][C:3]3[CH2:2][NH:1][C:30](=[O:31])[NH:28][C:4]=3[N:5]=2)[CH2:19][CH2:18]1. The yield is 0.250. (5) The yield is 0.830. The reactants are [N+:1]([C:4]1[CH:5]=[C:6]([CH:11]=[CH:12][CH:13]=1)[C:7](=O)[CH2:8]Br)([O-:3])=[O:2].[C:14]([NH2:17])(=[S:16])[CH3:15]. The catalyst is C(O)C. The product is [CH3:15][C:14]1[S:16][CH:8]=[C:7]([C:6]2[CH:11]=[CH:12][CH:13]=[C:4]([N+:1]([O-:3])=[O:2])[CH:5]=2)[N:17]=1. (6) The reactants are [NH:1]([C:8]1[N:13]=[C:12]([C:14]2[N:18]([CH2:19][CH2:20][CH3:21])[C:17]([CH:22]=O)=[N:16][CH:15]=2)[CH:11]=[CH:10][N:9]=1)[C:2]1[CH:7]=[CH:6][CH:5]=[CH:4][CH:3]=1.[CH3:24][NH:25][CH3:26].C(O)(=O)C.C([BH3-])#N.[Na+]. The yield is 0.960. The catalyst is CO. The product is [NH:1]([C:8]1[N:13]=[C:12]([C:14]2[N:18]([CH2:19][CH2:20][CH3:21])[C:17]([CH2:22][N:25]([CH3:26])[CH3:24])=[N:16][CH:15]=2)[CH:11]=[CH:10][N:9]=1)[C:2]1[CH:7]=[CH:6][CH:5]=[CH:4][CH:3]=1. (7) The reactants are [C:1]([O:5][C:6](=[O:9])[CH:7]=[CH2:8])([CH3:4])([CH3:3])[CH3:2].[CH3:23][CH2:24][CH2:25][CH2:26][N+]([CH2:23][CH2:24][CH2:25][CH3:26])([CH2:23][CH2:24][CH2:25][CH3:26])[CH2:23][CH2:24][CH2:25][CH3:26].[F-].O. The catalyst is C1COCC1. The product is [CH3:26][C:25]1[CH:24]=[C:23]([CH2:8][CH2:7][C:6]([O:5][C:1]([CH3:4])([CH3:3])[CH3:2])=[O:9])[CH:23]=[CH:24][C:25]=1[CH3:26]. The yield is 0.870. (8) The reactants are [C:1]([OH:5])(=[O:4])[CH2:2][CH3:3].O.[C:7](=[O:14])([S:11][CH2:12][CH3:13])[O:8][CH2:9]I. The catalyst is ClCCl. The product is [CH2:12]([S:11][C:7]([O:8][CH2:9][O:4][C:1](=[O:5])[CH2:2][CH3:3])=[O:14])[CH3:13]. The yield is 1.00.